From a dataset of CYP2C19 inhibition data for predicting drug metabolism from PubChem BioAssay. Regression/Classification. Given a drug SMILES string, predict its absorption, distribution, metabolism, or excretion properties. Task type varies by dataset: regression for continuous measurements (e.g., permeability, clearance, half-life) or binary classification for categorical outcomes (e.g., BBB penetration, CYP inhibition). Dataset: cyp2c19_veith. (1) The compound is S=C(NCCSCc1ccc(Cl)cc1Cl)Nc1ccccc1. The result is 1 (inhibitor). (2) The compound is CCOC(=O)c1ccc(NC(=O)C2(c3ccccc3)CCCC2)cc1. The result is 1 (inhibitor). (3) The molecule is O=C(Oc1ccc([N+](=O)[O-])cc1)N1CCC(N2CCCCC2)CC1. The result is 0 (non-inhibitor). (4) The molecule is Cl[Pt](Cl)(Cl)Cl.OCc1ccncc1.OCc1ccncc1. The result is 1 (inhibitor). (5) The compound is Cc1cc(=O)oc2cc(NC(=O)CCC(=O)O)ccc12. The result is 0 (non-inhibitor). (6) The molecule is CO/N=C(\C)CCN1CCCc2nc(C)c(C)cc21. The result is 0 (non-inhibitor). (7) The compound is O=c1[nH]c(=O)n([C@@H]2C[C@H](O)[C@H](CO)O2)cc1C(F)(F)F. The result is 0 (non-inhibitor). (8) The compound is CC(C)CC1NC(=S)N(C2CCCCC2)C1=O. The result is 1 (inhibitor).